Dataset: Forward reaction prediction with 1.9M reactions from USPTO patents (1976-2016). Task: Predict the product of the given reaction. (1) Given the reactants S(O)(O)(=O)=O.NC1N=C(O)C(N)=C(O)N=1.NC1N=C(O)C(N)=C(O)N=1.C[N+](C)=C[Cl:29].[Cl-].[Cl:32][C:33]1[C:38]([N:39]=[CH:40][N:41]([CH3:43])[CH3:42])=[C:37]([Cl:44])[N:36]=[C:35]([N:45]=CN(C)C)[N:34]=1, predict the reaction product. The product is: [ClH:29].[NH2:45][C:35]1[N:34]=[C:33]([Cl:32])[C:38]([N:39]=[CH:40][N:41]([CH3:42])[CH3:43])=[C:37]([Cl:44])[N:36]=1. (2) Given the reactants [N:1]1([S:7]([C:10]2[CH:11]=[C:12]([CH:16]=[CH:17][CH:18]=2)[C:13]([OH:15])=O)(=[O:9])=[O:8])[CH2:6][CH2:5][CH2:4][CH2:3][CH2:2]1.[CH3:19][NH:20][C@H:21]1[CH2:40][N:25]2[C:26]3[C:31]([C:32]([CH2:33][C:34]([O:36]CCC)=[O:35])=[C:24]2[CH2:23][CH2:22]1)=[CH:30][CH:29]=[CH:28][CH:27]=3, predict the reaction product. The product is: [CH3:19][N:20]([C:13](=[O:15])[C:12]1[CH:16]=[CH:17][CH:18]=[C:10]([S:7]([N:1]2[CH2:2][CH2:3][CH2:4][CH2:5][CH2:6]2)(=[O:8])=[O:9])[CH:11]=1)[C@H:21]1[CH2:40][N:25]2[C:26]3[C:31]([C:32]([CH2:33][C:34]([OH:36])=[O:35])=[C:24]2[CH2:23][CH2:22]1)=[CH:30][CH:29]=[CH:28][CH:27]=3.